Dataset: Peptide-MHC class II binding affinity with 134,281 pairs from IEDB. Task: Regression. Given a peptide amino acid sequence and an MHC pseudo amino acid sequence, predict their binding affinity value. This is MHC class II binding data. (1) The peptide sequence is HVVIEAYTAAVELMP. The MHC is HLA-DPA10201-DPB10501 with pseudo-sequence HLA-DPA10201-DPB10501. The binding affinity (normalized) is 0. (2) The peptide sequence is YASGKVWGQKYFKGN. The MHC is DRB1_0802 with pseudo-sequence DRB1_0802. The binding affinity (normalized) is 0.142. (3) The peptide sequence is DVEMTKEASREYEDK. The MHC is DRB1_0701 with pseudo-sequence DRB1_0701. The binding affinity (normalized) is 0.177. (4) The peptide sequence is MFIRNCARKVFNDIK. The MHC is DRB1_0701 with pseudo-sequence DRB1_0701. The binding affinity (normalized) is 0.894. (5) The peptide sequence is IYSKYGGTEIKYNGE. The MHC is DRB1_1101 with pseudo-sequence DRB1_1101. The binding affinity (normalized) is 0. (6) The peptide sequence is SRGGCRCGKYPELKK. The MHC is DRB1_0101 with pseudo-sequence DRB1_0101. The binding affinity (normalized) is 0.391. (7) The peptide sequence is IAATAANAAPTNDKF. The MHC is DRB1_0401 with pseudo-sequence DRB1_0401. The binding affinity (normalized) is 0.191. (8) The peptide sequence is PLPHRLNSLGGCRCG. The MHC is DRB1_0101 with pseudo-sequence DRB1_0101. The binding affinity (normalized) is 0.736.